From a dataset of Reaction yield outcomes from USPTO patents with 853,638 reactions. Predict the reaction yield, written as a fraction of the theoretical maximum amount of product (1.0 means a 100% yield; for example, 0.34 means a 34% yield). (1) The reactants are [CH3:1][O:2][CH2:3][O:4][C:5]1[CH:10]=[C:9]([O:11][CH2:12][O:13][CH3:14])[CH:8]=[CH:7][C:6]=1[C:15]1[CH2:20][CH2:19][CH2:18][C:17](=[O:21])[CH:16]=1.[H][H]. The catalyst is [Pd].C(O)C. The product is [CH3:1][O:2][CH2:3][O:4][C:5]1[CH:10]=[C:9]([O:11][CH2:12][O:13][CH3:14])[CH:8]=[CH:7][C:6]=1[CH:15]1[CH2:20][CH2:19][CH2:18][C:17](=[O:21])[CH2:16]1. The yield is 0.700. (2) The reactants are [Br:1][C:2]1[C:11]([F:12])=[C:10]2[C:5]([C:6](Cl)=[N:7][C:8]([CH2:13][Cl:14])=[N:9]2)=[CH:4][C:3]=1[Cl:16].[N:17]1([C:23]([O:25][C:26]([CH3:29])([CH3:28])[CH3:27])=[O:24])[CH2:22][CH2:21][NH:20][CH2:19][CH2:18]1. The catalyst is CC(O)C. The product is [C:26]([O:25][C:23]([N:17]1[CH2:22][CH2:21][N:20]([C:6]2[C:5]3[C:10](=[C:11]([F:12])[C:2]([Br:1])=[C:3]([Cl:16])[CH:4]=3)[N:9]=[C:8]([CH2:13][Cl:14])[N:7]=2)[CH2:19][CH2:18]1)=[O:24])([CH3:29])([CH3:27])[CH3:28]. The yield is 0.920. (3) The yield is 0.810. The reactants are [NH2:1][C:2]1[CH:7]=[CH:6][C:5]([C:8]2[CH:13]=[CH:12][CH:11]=[C:10]([F:14])[CH:9]=2)=[CH:4][C:3]=1[CH:15]([OH:17])[CH3:16].Cl[C:19](Cl)([O:21]C(=O)OC(Cl)(Cl)Cl)Cl.C(=O)(O)[O-].[Na+].C(OCC)(=O)C. The product is [F:14][C:10]1[CH:9]=[C:8]([C:5]2[CH:6]=[CH:7][C:2]3[NH:1][C:19](=[O:21])[O:17][CH:15]([CH3:16])[C:3]=3[CH:4]=2)[CH:13]=[CH:12][CH:11]=1. The catalyst is C1COCC1. (4) The reactants are [Br:1][C:2]1[CH:7]=[C:6]([CH3:8])[CH:5]=[C:4]([CH3:9])[CH:3]=1.C1C(=O)N([Br:17])C(=O)C1.CC(N=NC(C#N)(C)C)(C#N)C. The catalyst is C(Cl)(Cl)(Cl)Cl.O. The product is [Br:1][C:2]1[CH:7]=[C:6]([CH3:8])[CH:5]=[C:4]([CH2:9][Br:17])[CH:3]=1. The yield is 0.840. (5) The catalyst is N1C=CC=CC=1. The yield is 0.520. The reactants are [NH2:1][C:2]1[N:3]=[C:4]([OH:23])[C:5]2[CH:11]=[CH:10][C:9]([C:12]3[C:17]([C:18]([F:21])([F:20])[F:19])=[CH:16][CH:15]=[CH:14][C:13]=3[F:22])=[N:8][C:6]=2[N:7]=1.[CH3:24][C:25]([CH3:36])([CH3:35])[C:26](O[C:26](=[O:27])[C:25]([CH3:36])([CH3:35])[CH3:24])=[O:27]. The product is [F:22][C:13]1[CH:14]=[CH:15][CH:16]=[C:17]([C:18]([F:20])([F:21])[F:19])[C:12]=1[C:9]1[CH:10]=[CH:11][C:5]2[C:4]([OH:23])=[N:3][C:2]([NH:1][C:26](=[O:27])[C:25]([CH3:36])([CH3:35])[CH3:24])=[N:7][C:6]=2[N:8]=1. (6) The reactants are [H-].[Na+].C(OP([CH2:11][C:12]([O:14][CH2:15][CH3:16])=[O:13])(OCC)=O)C.[Cl:17][C:18]1[CH:26]=[CH:25][C:24]2[C:20](=[CH:21][N:22]([CH3:27])[N:23]=2)[C:19]=1[CH:28]=O.O. The catalyst is O1CCCC1. The product is [Cl:17][C:18]1[CH:26]=[CH:25][C:24]2[C:20](=[CH:21][N:22]([CH3:27])[N:23]=2)[C:19]=1/[CH:28]=[CH:11]/[C:12]([O:14][CH2:15][CH3:16])=[O:13]. The yield is 0.860. (7) The reactants are [C:1]([C:3]1[CH:4]=[C:5]([CH:10]=[CH:11][C:12]=1[OH:13])[C:6]([O:8][CH3:9])=[O:7])#[N:2].Br[CH:15]([CH3:17])[CH3:16].C(=O)([O-])[O-].[K+].[K+]. The catalyst is CN(C=O)C. The product is [C:1]([C:3]1[CH:4]=[C:5]([CH:10]=[CH:11][C:12]=1[O:13][CH:15]([CH3:17])[CH3:16])[C:6]([O:8][CH3:9])=[O:7])#[N:2]. The yield is 0.990.